This data is from hERG Central: cardiac toxicity at 1µM, 10µM, and general inhibition. The task is: Predict hERG channel inhibition at various concentrations. (1) The molecule is CC(C)(C)c1ccc(OCC(=O)N(Cc2cccs2)C2CCS(=O)(=O)C2)cc1. Results: hERG_inhib (hERG inhibition (general)): blocker. (2) The drug is CCN(CC)CCN(Cc1cc2cc(C)ccc2[nH]c1=O)C(=S)Nc1ccccc1. Results: hERG_inhib (hERG inhibition (general)): blocker.